This data is from Forward reaction prediction with 1.9M reactions from USPTO patents (1976-2016). The task is: Predict the product of the given reaction. Given the reactants C([O:5][C:6](=[O:46])[CH2:7][CH2:8][CH2:9][CH2:10][CH2:11][O:12][C:13]1[CH:18]=[CH:17][CH:16]=[C:15]([CH2:19][C@H:20]([NH:33][C:34](=[O:45])[C@@H:35]([NH:37]C(OC(C)(C)C)=O)[CH3:36])[C@@H:21]([OH:32])[CH2:22][C@H:23]([C:25](=[O:31])[NH:26][CH2:27][CH2:28][CH2:29][CH3:30])[CH3:24])[CH:14]=1)(C)(C)C.[F:47][C:48]([F:53])([F:52])[C:49]([OH:51])=[O:50], predict the reaction product. The product is: [F:47][C:48]([F:53])([F:52])[C:49]([O-:51])=[O:50].[CH2:27]([NH:26][C:25]([C@H:23]([CH3:24])[CH2:22][C@H:21]([OH:32])[C@@H:20]([NH:33][C:34]([C@@H:35]([NH3+:37])[CH3:36])=[O:45])[CH2:19][C:15]1[CH:16]=[CH:17][CH:18]=[C:13]([O:12][CH2:11][CH2:10][CH2:9][CH2:8][CH2:7][C:6]([OH:46])=[O:5])[CH:14]=1)=[O:31])[CH2:28][CH2:29][CH3:30].